From a dataset of Catalyst prediction with 721,799 reactions and 888 catalyst types from USPTO. Predict which catalyst facilitates the given reaction. (1) Reactant: [Cl:1][C:2]1[N:7]=[C:6](Cl)[C:5]([N+:9]([O-:11])=[O:10])=[CH:4][N:3]=1.[CH3:12][O:13][CH2:14][CH2:15][O:16][C:17]1[CH:22]=[CH:21][C:20]([NH2:23])=[CH:19][CH:18]=1.C(N(CC)CC)C. Product: [Cl:1][C:2]1[N:7]=[C:6]([NH:23][C:20]2[CH:19]=[CH:18][C:17]([O:16][CH2:15][CH2:14][O:13][CH3:12])=[CH:22][CH:21]=2)[C:5]([N+:9]([O-:11])=[O:10])=[CH:4][N:3]=1. The catalyst class is: 1. (2) Reactant: [NH2:1][C:2]1[CH:7]=[CH:6][C:5]([Cl:8])=[CH:4][C:3]=1[C:9]1[CH:17]=[C:16]2[N:12]([C@H:13]([C:18]([O:20][CH2:21][CH3:22])=[O:19])[CH2:14][CH2:15]2)[C:11](=[O:23])[CH:10]=1.[N:24]([Si](C)(C)C)=[N+:25]=[N-].N(OC(C)(C)C)=O. Product: [N:1]([C:2]1[CH:7]=[CH:6][C:5]([Cl:8])=[CH:4][C:3]=1[C:9]1[CH:17]=[C:16]2[N:12]([C@H:13]([C:18]([O:20][CH2:21][CH3:22])=[O:19])[CH2:14][CH2:15]2)[C:11](=[O:23])[CH:10]=1)=[N+:24]=[N-:25]. The catalyst class is: 10. (3) Reactant: [NH2:1][C:2]1[C:3]2[S:10][CH:9]=[C:8]([C:11]([NH:13][C:14]3[C:19]([Cl:20])=[C:18]([O:21][CH3:22])[CH:17]=[C:16]([O:23][CH3:24])[C:15]=3[Cl:25])=[O:12])[C:4]=2[N:5]=[CH:6][N:7]=1.Br[C:27]1[CH:35]=[C:34]2[C:30]([C:31]([C:43]([O:45][CH2:46][CH3:47])=[O:44])=[N:32][N:33]2C(OC(C)(C)C)=O)=[CH:29][CH:28]=1.CC1(C)C2C(=C(P(C3C=CC=CC=3)C3C=CC=CC=3)C=CC=2)OC2C(P(C3C=CC=CC=3)C3C=CC=CC=3)=CC=CC1=2.C([O-])([O-])=O.[Cs+].[Cs+]. Product: [Cl:25][C:15]1[C:16]([O:23][CH3:24])=[CH:17][C:18]([O:21][CH3:22])=[C:19]([Cl:20])[C:14]=1[NH:13][C:11]([C:8]1[C:4]2[N:5]=[CH:6][N:7]=[C:2]([NH:1][C:27]3[CH:35]=[C:34]4[C:30]([C:31]([C:43]([O:45][CH2:46][CH3:47])=[O:44])=[N:32][NH:33]4)=[CH:29][CH:28]=3)[C:3]=2[S:10][CH:9]=1)=[O:12]. The catalyst class is: 488. (4) Reactant: [H-].[Na+].[CH2:3]([OH:10])[C:4]1[CH:9]=[CH:8][CH:7]=[CH:6][CH:5]=1.[Br:11][C:12]1[N:19]=[CH:18][CH:17]=[C:16](Br)[C:13]=1[C:14]#[N:15]. Product: [CH2:3]([O:10][C:16]1[C:13]([C:14]#[N:15])=[C:12]([Br:11])[N:19]=[CH:18][CH:17]=1)[C:4]1[CH:9]=[CH:8][CH:7]=[CH:6][CH:5]=1. The catalyst class is: 3. (5) Reactant: [CH3:1][O:2][C:3]1[CH:4]=[C:5]2[C:9](=[CH:10][CH:11]=1)[NH:8][C:7](=[O:12])[CH2:6]2.[C:13]([C:16]1[NH:17][CH:18]=[CH:19][CH:20]=1)(=O)[CH3:14].N1CCCCC1.CCCCCC.C(OCC)(=O)C. Product: [CH3:1][O:2][C:3]1[CH:4]=[C:5]2[C:9](=[CH:10][CH:11]=1)[NH:8][C:7](=[O:12])[C:6]2=[C:13]([C:16]1[NH:17][CH:18]=[CH:19][CH:20]=1)[CH3:14]. The catalyst class is: 13. (6) Reactant: C(OC)(=[O:3])C.[CH3:6][CH2:7][Mg+].[Br-].OS(O)(=O)=O.[C:15](=[O:32])([O:24][N:25]1[C:29](=[O:30])[CH2:28][CH2:27][C:26]1=[O:31])[O:16]N1C(=O)CCC1=O.CCN([CH2:38][CH3:39])CC. Product: [C:15](=[O:32])([O:24][N:25]1[C:26](=[O:31])[CH2:27][CH:28]([OH:3])[C:29]1=[O:30])[O:16][C:7]1([CH3:6])[CH2:39][CH2:38]1. The catalyst class is: 28. (7) Reactant: Br.[F:2][C:3]1[CH:16]=[CH:15][C:6]([C:7]([CH:9]2[CH2:14][CH2:13][NH:12][CH2:11][CH2:10]2)=[O:8])=[CH:5][CH:4]=1.Br[CH2:18][CH2:19][CH2:20][OH:21].C(=O)([O-])[O-].[K+].[K+]. Product: [F:2][C:3]1[CH:4]=[CH:5][C:6]([C:7]([CH:9]2[CH2:14][CH2:13][N:12]([CH2:18][CH2:19][CH2:20][OH:21])[CH2:11][CH2:10]2)=[O:8])=[CH:15][CH:16]=1. The catalyst class is: 18.